Dataset: NCI-60 drug combinations with 297,098 pairs across 59 cell lines. Task: Regression. Given two drug SMILES strings and cell line genomic features, predict the synergy score measuring deviation from expected non-interaction effect. (1) Drug 1: CN(C)C1=NC(=NC(=N1)N(C)C)N(C)C. Drug 2: C1C(C(OC1N2C=NC(=NC2=O)N)CO)O. Cell line: MOLT-4. Synergy scores: CSS=61.4, Synergy_ZIP=1.76, Synergy_Bliss=2.29, Synergy_Loewe=-45.5, Synergy_HSA=-0.189. (2) Drug 1: CN(C)N=NC1=C(NC=N1)C(=O)N. Drug 2: CCCS(=O)(=O)NC1=C(C(=C(C=C1)F)C(=O)C2=CNC3=C2C=C(C=N3)C4=CC=C(C=C4)Cl)F. Cell line: CCRF-CEM. Synergy scores: CSS=24.8, Synergy_ZIP=4.19, Synergy_Bliss=5.86, Synergy_Loewe=0.484, Synergy_HSA=4.01. (3) Drug 1: CC12CCC3C(C1CCC2=O)CC(=C)C4=CC(=O)C=CC34C. Drug 2: CCCS(=O)(=O)NC1=C(C(=C(C=C1)F)C(=O)C2=CNC3=C2C=C(C=N3)C4=CC=C(C=C4)Cl)F. Cell line: NCIH23. Synergy scores: CSS=48.9, Synergy_ZIP=1.43, Synergy_Bliss=0.733, Synergy_Loewe=-3.77, Synergy_HSA=-1.98. (4) Drug 1: CCCS(=O)(=O)NC1=C(C(=C(C=C1)F)C(=O)C2=CNC3=C2C=C(C=N3)C4=CC=C(C=C4)Cl)F. Drug 2: CC1C(C(=O)NC(C(=O)N2CCCC2C(=O)N(CC(=O)N(C(C(=O)O1)C(C)C)C)C)C(C)C)NC(=O)C3=C4C(=C(C=C3)C)OC5=C(C(=O)C(=C(C5=N4)C(=O)NC6C(OC(=O)C(N(C(=O)CN(C(=O)C7CCCN7C(=O)C(NC6=O)C(C)C)C)C)C(C)C)C)N)C. Cell line: NCI-H226. Synergy scores: CSS=25.7, Synergy_ZIP=22.9, Synergy_Bliss=25.2, Synergy_Loewe=23.0, Synergy_HSA=22.8. (5) Drug 1: CCC1(C2=C(COC1=O)C(=O)N3CC4=CC5=C(C=CC(=C5CN(C)C)O)N=C4C3=C2)O.Cl. Drug 2: CC12CCC3C(C1CCC2OP(=O)(O)O)CCC4=C3C=CC(=C4)OC(=O)N(CCCl)CCCl.[Na+]. Cell line: MDA-MB-435. Synergy scores: CSS=15.5, Synergy_ZIP=-1.62, Synergy_Bliss=-1.27, Synergy_Loewe=-2.79, Synergy_HSA=-0.613. (6) Drug 1: CN1C(=O)N2C=NC(=C2N=N1)C(=O)N. Drug 2: CC(C)(C1=NC(=CC=C1)N2C3=NC(=NC=C3C(=O)N2CC=C)NC4=CC=C(C=C4)N5CCN(CC5)C)O. Cell line: SW-620. Synergy scores: CSS=62.0, Synergy_ZIP=4.21, Synergy_Bliss=2.85, Synergy_Loewe=-4.14, Synergy_HSA=10.5. (7) Drug 1: COC1=NC(=NC2=C1N=CN2C3C(C(C(O3)CO)O)O)N. Drug 2: CCC1(CC2CC(C3=C(CCN(C2)C1)C4=CC=CC=C4N3)(C5=C(C=C6C(=C5)C78CCN9C7C(C=CC9)(C(C(C8N6C)(C(=O)OC)O)OC(=O)C)CC)OC)C(=O)OC)O.OS(=O)(=O)O. Synergy scores: CSS=19.7, Synergy_ZIP=-5.51, Synergy_Bliss=0.464, Synergy_Loewe=-2.13, Synergy_HSA=0.604. Cell line: SF-268. (8) Drug 1: CCCS(=O)(=O)NC1=C(C(=C(C=C1)F)C(=O)C2=CNC3=C2C=C(C=N3)C4=CC=C(C=C4)Cl)F. Drug 2: C(CCl)NC(=O)N(CCCl)N=O. Cell line: M14. Synergy scores: CSS=22.1, Synergy_ZIP=-4.72, Synergy_Bliss=-8.78, Synergy_Loewe=-26.8, Synergy_HSA=-8.94. (9) Drug 1: CN(C(=O)NC(C=O)C(C(C(CO)O)O)O)N=O. Drug 2: C1CNP(=O)(OC1)N(CCCl)CCCl. Cell line: SNB-75. Synergy scores: CSS=1.62, Synergy_ZIP=-3.27, Synergy_Bliss=-5.23, Synergy_Loewe=-2.60, Synergy_HSA=-3.07. (10) Drug 1: COC1=NC(=NC2=C1N=CN2C3C(C(C(O3)CO)O)O)N. Drug 2: COC1=C2C(=CC3=C1OC=C3)C=CC(=O)O2. Cell line: PC-3. Synergy scores: CSS=-2.12, Synergy_ZIP=2.06, Synergy_Bliss=0.872, Synergy_Loewe=-3.55, Synergy_HSA=-4.03.